From a dataset of Tox21: 12 toxicity assays (nuclear receptors and stress response pathways). Binary classification across 12 toxicity assays. The compound is Cc1c(O)cccc1C(=O)N[C@@H](CSc1ccccc1)[C@H](O)CN1C[C@H]2CCCC[C@H]2C[C@H]1C(=O)NC(C)(C)C. It tested positive (active) for: NR-AR-LBD (Androgen Receptor Ligand Binding Domain agonist), SR-HSE (Heat Shock Element response), and SR-MMP (Mitochondrial Membrane Potential disruption).